Predict the product of the given reaction. From a dataset of Forward reaction prediction with 1.9M reactions from USPTO patents (1976-2016). (1) Given the reactants Br[CH:2]1[C:7](=O)[CH2:6][CH2:5][CH:4]([C:9]([O:11][CH2:12][CH3:13])=[O:10])[CH2:3]1.[CH3:14][CH:15]([CH3:19])[C:16](=[S:18])[NH2:17], predict the reaction product. The product is: [CH:15]([C:16]1[S:18][C:2]2[CH2:3][CH:4]([C:9]([O:11][CH2:12][CH3:13])=[O:10])[CH2:5][CH2:6][C:7]=2[N:17]=1)([CH3:19])[CH3:14]. (2) The product is: [F:16][C:13]1[CH:14]=[CH:15][C:10]([C:8]2[C:3]([C:4]([O:6][CH3:7])=[O:5])=[C:2]([CH:17]([CH3:19])[CH3:18])[N:1]=[C:31]([N:33]([S:34]([CH3:37])(=[O:36])=[O:35])[CH3:38])[N:32]=2)=[CH:11][CH:12]=1. Given the reactants [NH2:1][C:2]([CH:17]([CH3:19])[CH3:18])=[C:3]([C:8]([C:10]1[CH:15]=[CH:14][C:13]([F:16])=[CH:12][CH:11]=1)=O)[C:4]([O:6][CH3:7])=[O:5].CNS(C)(=O)=O.C(O)(C)(C)C.[C:31]([N:33]([CH3:38])[S:34]([CH3:37])(=[O:36])=[O:35])#[N:32].CC(C)([O-])C.[Na+], predict the reaction product. (3) Given the reactants C(OC([N:8]1[C@H:13]([C:14]([O:16][CH2:17][C:18]2[CH:23]=[CH:22][CH:21]=[CH:20][CH:19]=2)=[O:15])[CH2:12][C@@H:11]2[C@H:9]1[CH2:10]2)=O)(C)(C)C.[C:24]([OH:30])([C:26]([F:29])([F:28])[F:27])=[O:25], predict the reaction product. The product is: [F:27][C:26]([F:29])([F:28])[C:24]([OH:30])=[O:25].[CH2:17]([O:16][C:14]([C@@H:13]1[CH2:12][C@@H:11]2[C@@H:9]([CH2:10]2)[NH:8]1)=[O:15])[C:18]1[CH:19]=[CH:20][CH:21]=[CH:22][CH:23]=1.